The task is: Predict the reaction yield, written as a fraction of the theoretical maximum amount of product (1.0 means a 100% yield; for example, 0.34 means a 34% yield).. This data is from Reaction yield outcomes from USPTO patents with 853,638 reactions. (1) The reactants are [OH-].[Na+].[CH3:3][O:4][C:5](=[O:20])[C:6]1[CH:11]=[CH:10][C:9]([O:12]C(=O)C)=[CH:8][C:7]=1[O:16][CH:17]([CH3:19])[CH3:18].Cl. The catalyst is C1COCC1.CO.O. The product is [CH3:3][O:4][C:5](=[O:20])[C:6]1[CH:11]=[CH:10][C:9]([OH:12])=[CH:8][C:7]=1[O:16][CH:17]([CH3:18])[CH3:19]. The yield is 1.00. (2) The reactants are [Br:1]Br.[OH-].[Na+].C([C:8]1[C:9]([Br:20])=[N:10][S:11][C:12]=1[NH:13][C:14]([C@@H:16]1[CH2:18][C@H:17]1[CH3:19])=[O:15])(=O)C.S(=O)(O)[O-].[Na+].Cl. The yield is 0.550. The catalyst is O1CCOCC1.C(OCC)(=O)C. The product is [Br:20][C:9]1[C:8]([Br:1])=[C:12]([NH:13][C:14]([C@@H:16]2[CH2:18][C@H:17]2[CH3:19])=[O:15])[S:11][N:10]=1. (3) The product is [F:1][C:2]1[CH:3]=[C:4]2[C:12](=[CH:13][CH:14]=1)[N:11]([CH2:15][C:16]1[CH:17]=[CH:18][C:19]([C:20]([OH:22])=[O:21])=[CH:24][CH:25]=1)[C:10]1[CH2:9][CH2:8][CH:7]([CH2:26][N:38]3[CH2:39][CH2:40][N:35]([C:33]([O:32][C:28]([CH3:31])([CH3:29])[CH3:30])=[O:34])[CH2:36][CH2:37]3)[C:6](=[O:27])[C:5]2=1. The yield is 0.360. The catalyst is C1(C)C=CC=CC=1. The reactants are [F:1][C:2]1[CH:3]=[C:4]2[C:12](=[CH:13][CH:14]=1)[N:11]([CH2:15][C:16]1[CH:25]=[CH:24][C:19]([C:20]([O:22]C)=[O:21])=[CH:18][CH:17]=1)[C:10]1[CH2:9][CH2:8][C:7](=[CH2:26])[C:6](=[O:27])[C:5]2=1.[C:28]([O:32][C:33]([N:35]1[CH2:40][CH2:39][NH:38][CH2:37][CH2:36]1)=[O:34])([CH3:31])([CH3:30])[CH3:29]. (4) The reactants are [CH3:1][O:2][C:3]1[CH:8]=[CH:7][C:6]([CH:9]2[S:14][CH2:13][CH2:12][CH2:11][S:10]2)=[CH:5][CH:4]=1.[Br:15][C:16]1[CH:17]=[C:18]([CH:21]=[CH:22][C:23]=1[F:24])[CH:19]=[O:20]. No catalyst specified. The product is [Br:15][C:16]1[CH:17]=[C:18]([CH:19]([C:9]2([C:6]3[CH:5]=[CH:4][C:3]([O:2][CH3:1])=[CH:8][CH:7]=3)[S:10][CH2:11][CH2:12][CH2:13][S:14]2)[OH:20])[CH:21]=[CH:22][C:23]=1[F:24]. The yield is 0.750.